This data is from Full USPTO retrosynthesis dataset with 1.9M reactions from patents (1976-2016). The task is: Predict the reactants needed to synthesize the given product. (1) Given the product [Br:11][C:6]1[C:5]([F:12])=[CH:4][CH:3]=[C:2]2[C:7]=1[C:8](=[O:10])[N:13]([C:14]1[CH:22]=[CH:18][CH:17]=[CH:16][CH:15]=1)[C:45]([C@@H:33]1[CH2:34][C@H:35]([O:37][Si:38]([C:41]([CH3:42])([CH3:43])[CH3:44])([CH3:40])[CH3:39])[CH2:36][N:32]1[C:30]([O:29][C:25]([CH3:26])([CH3:28])[CH3:27])=[O:31])=[N:1]2, predict the reactants needed to synthesize it. The reactants are: [NH2:1][C:2]1[C:7]([C:8]([OH:10])=O)=[C:6]([Br:11])[C:5]([F:12])=[CH:4][CH:3]=1.[NH2:13][C:14]1[CH:15]=[C:16](F)[C:17](Br)=[C:18]([CH:22]=1)C(O)=O.[C:25]([O:29][C:30]([N:32]1[CH2:36][C@@H:35]([O:37][Si:38]([C:41]([CH3:44])([CH3:43])[CH3:42])([CH3:40])[CH3:39])[CH2:34][C@H:33]1[C:45](O)=O)=[O:31])([CH3:28])([CH3:27])[CH3:26].C1(OP(OC2C=CC=CC=2)OC2C=CC=CC=2)C=CC=CC=1.NC1C=CC=CC=1. (2) Given the product [Br:1][C:2]1[C:3]([NH:18][C@H:19]2[CH2:24][CH2:23][C@H:22]([OH:25])[CH2:21][CH2:20]2)=[N:4][C:5]([N:9]2[C:13]([CH3:14])=[CH:12][CH:11]=[C:10]2[CH3:15])=[N:6][C:7]=1[CH3:8], predict the reactants needed to synthesize it. The reactants are: [Br:1][C:2]1[C:3](Cl)=[N:4][C:5]([N:9]2[C:13]([CH3:14])=[CH:12][CH:11]=[C:10]2[CH3:15])=[N:6][C:7]=1[CH3:8].Cl.[NH2:18][C@H:19]1[CH2:24][CH2:23][C@H:22]([OH:25])[CH2:21][CH2:20]1.C(N(C(C)C)CC)(C)C. (3) The reactants are: [CH:1]1([CH:7]([NH:21][C:22]2[CH:23]=[CH:24][C:25]([C:28](O)=[O:29])=[N:26][CH:27]=2)[C:8]2[CH:12]=[C:11]([C:13]3[CH:18]=[CH:17][C:16]([F:19])=[CH:15][CH:14]=3)[O:10][C:9]=2[CH3:20])[CH2:6][CH2:5][CH2:4][CH2:3][CH2:2]1.[CH3:31][NH:32][CH2:33][CH2:34][C:35]([O:37][CH2:38][CH3:39])=[O:36].Cl.C(N=C=NCCCN(C)C)C.O.OC1C2N=NNC=2C=CC=1. Given the product [CH:1]1([CH:7]([NH:21][C:22]2[CH:23]=[CH:24][C:25]([C:28]([N:32]([CH3:31])[CH2:33][CH2:34][C:35]([O:37][CH2:38][CH3:39])=[O:36])=[O:29])=[N:26][CH:27]=2)[C:8]2[CH:12]=[C:11]([C:13]3[CH:18]=[CH:17][C:16]([F:19])=[CH:15][CH:14]=3)[O:10][C:9]=2[CH3:20])[CH2:6][CH2:5][CH2:4][CH2:3][CH2:2]1, predict the reactants needed to synthesize it. (4) Given the product [CH:1]([N:14]1[CH2:17][CH:16]([O:18][CH:35]([C:34]2[CH:44]=[CH:45][C:31]([Cl:30])=[CH:32][CH:33]=2)[C:36]2[CH:37]=[CH:38][C:39]([Cl:42])=[CH:40][CH:41]=2)[CH2:15]1)([C:8]1[CH:13]=[CH:12][CH:11]=[CH:10][CH:9]=1)[C:2]1[CH:3]=[CH:4][CH:5]=[CH:6][CH:7]=1, predict the reactants needed to synthesize it. The reactants are: [CH:1]([N:14]1[CH2:17][CH:16]([OH:18])[CH2:15]1)([C:8]1[CH:13]=[CH:12][CH:11]=[CH:10][CH:9]=1)[C:2]1[CH:7]=[CH:6][CH:5]=[CH:4][CH:3]=1.C1(C)C=CC(S(O)(=O)=O)=CC=1.[Cl:30][C:31]1[CH:45]=[CH:44][C:34]([CH:35](O)[C:36]2[CH:41]=[CH:40][C:39]([Cl:42])=[CH:38][CH:37]=2)=[CH:33][CH:32]=1. (5) Given the product [Cl:1][C:2]1[CH:3]=[C:4]([C:12]2[O:16][N:15]=[C:14]([C:17]3[CH:25]=[CH:24][C:23]([CH2:26][CH2:27][C:28]([OH:30])=[O:29])=[C:22]4[C:18]=3[CH:19]=[CH:20][N:21]4[CH2:33][CH3:34])[N:13]=2)[CH:5]=[CH:6][C:7]=1[O:8][CH:9]([CH3:11])[CH3:10], predict the reactants needed to synthesize it. The reactants are: [Cl:1][C:2]1[CH:3]=[C:4]([C:12]2[O:16][N:15]=[C:14]([C:17]3[CH:25]=[CH:24][C:23]([CH2:26][CH2:27][C:28]([O:30]CC)=[O:29])=[C:22]4[C:18]=3[CH:19]=[CH:20][N:21]4[CH2:33][CH3:34])[N:13]=2)[CH:5]=[CH:6][C:7]=1[O:8][CH:9]([CH3:11])[CH3:10].[OH-].[Na+].Cl. (6) Given the product [F:1][C:2]1([F:17])[O:6][C:5]2[CH:7]=[CH:8][C:9]([C:11]3([C:14]([Cl:20])=[O:15])[CH2:13][CH2:12]3)=[CH:10][C:4]=2[O:3]1, predict the reactants needed to synthesize it. The reactants are: [F:1][C:2]1([F:17])[O:6][C:5]2[CH:7]=[CH:8][C:9]([C:11]3([C:14](O)=[O:15])[CH2:13][CH2:12]3)=[CH:10][C:4]=2[O:3]1.S(Cl)([Cl:20])=O. (7) Given the product [CH3:31][O:30][C:28](=[O:29])[C:26]([NH:25][C:46](=[O:47])[CH3:41])([C:17]1[CH:16]=[CH:15][CH:14]=[C:13]([C:10]2[CH:9]=[CH:8][C:7]([O:6][C:5]3[CH:23]=[CH:24][C:2]([F:1])=[CH:3][CH:4]=3)=[CH:12][CH:11]=2)[N:18]=1)[CH3:27], predict the reactants needed to synthesize it. The reactants are: [F:1][C:2]1[CH:24]=[CH:23][C:5]([O:6][C:7]2[CH:12]=[CH:11][C:10]([C:13]3[N:18]=[C:17](CC(O)=O)[CH:16]=[CH:15][CH:14]=3)=[CH:9][CH:8]=2)=[CH:4][CH:3]=1.[NH2:25][C@H:26]([C:28]([O:30][CH3:31])=[O:29])[CH3:27].C1CCC(N=C=N[CH:41]2[CH2:46]CCCC2)CC1.[OH2:47].